From a dataset of Full USPTO retrosynthesis dataset with 1.9M reactions from patents (1976-2016). Predict the reactants needed to synthesize the given product. (1) Given the product [O:1]1[CH2:6][CH2:5][N:4]([C:7]2[CH:8]=[CH:9][C:10]([CH2:13][O:14][C:18]3[CH:25]=[CH:24][C:21]([C:22]#[N:23])=[CH:20][CH:19]=3)=[N:11][CH:12]=2)[CH2:3][CH2:2]1, predict the reactants needed to synthesize it. The reactants are: [O:1]1[CH2:6][CH2:5][N:4]([C:7]2[CH:8]=[CH:9][C:10]([CH2:13][OH:14])=[N:11][CH:12]=2)[CH2:3][CH2:2]1.[H-].[Na+].F[C:18]1[CH:25]=[CH:24][C:21]([C:22]#[N:23])=[CH:20][CH:19]=1.[NH4+].[Cl-]. (2) Given the product [CH3:31][CH2:30][NH:29][CH2:28][CH2:27][CH2:26][CH:25]([NH:24][C:18]1[CH:19]=[CH:20][N:21]=[C:22]2[CH:23]=[C:14]([Cl:13])[CH:15]=[CH:16][C:17]=12)[CH3:34], predict the reactants needed to synthesize it. The reactants are: O=C1O[C@H]([C@H](CO)O)C(O)=C1O.[Cl:13][C:14]1[CH:23]=[C:22]2[C:17]([C:18]([NH:24][CH:25]([CH3:34])[CH2:26][CH2:27][CH2:28][N:29](CC)[CH2:30][CH3:31])=[CH:19][CH:20]=[N:21]2)=[CH:16][CH:15]=1. (3) Given the product [Cl:1][C:2]1[C:7]([C:8]([O:10][CH3:17])=[O:9])=[CH:6][CH:5]=[C:4]([O:11][CH3:12])[N:3]=1, predict the reactants needed to synthesize it. The reactants are: [Cl:1][C:2]1[C:7]([C:8]([OH:10])=[O:9])=[CH:6][CH:5]=[C:4]([O:11][CH3:12])[N:3]=1.O=S(Cl)Cl.[C:17](=O)([O-])[O-].[Na+].[Na+]. (4) The reactants are: CO.[BH4-].[Na+].[F:5][C:6]1[CH:7]=[CH:8][C:9]2[N:10]([N:12]=[C:13]([C:27]3[CH:32]=[CH:31][CH:30]=[CH:29][CH:28]=3)[C:14]=2[C:15]([C:17]2[N:22]=[C:21]([C:23]([O:25][CH3:26])=[O:24])[CH:20]=[CH:19][CH:18]=2)=[O:16])[CH:11]=1.[Cl-].[NH4+]. Given the product [F:5][C:6]1[CH:7]=[CH:8][C:9]2[N:10]([N:12]=[C:13]([C:27]3[CH:28]=[CH:29][CH:30]=[CH:31][CH:32]=3)[C:14]=2[CH:15]([OH:16])[C:17]2[N:22]=[C:21]([C:23]([O:25][CH3:26])=[O:24])[CH:20]=[CH:19][CH:18]=2)[CH:11]=1, predict the reactants needed to synthesize it. (5) The reactants are: [CH3:1][CH:2]1[CH2:7]CCC[CH2:3]1.[C:8](Cl)([C:11]1[CH:16]=[CH:15][CH:14]=[CH:13][CH:12]=1)(C)[CH3:9].CC(=C)C.C=CC1C=CC=CC=1. Given the product [CH2:9]=[CH:8][C:11]1[CH:16]=[CH:15][CH:14]=[CH:13][CH:12]=1.[CH3:3][C:2](=[CH2:1])[CH3:7], predict the reactants needed to synthesize it. (6) Given the product [CH3:1][O:2][C:3]1[CH:35]=[CH:34][C:6]([CH2:7][N:8]2[C:16]3[C:11](=[CH:12][C:13](/[CH:17]=[C:18]4/[C:19](=[O:33])[N:20]([CH:24]5[CH2:25][CH2:26][CH:27]([C:30]([NH:44][S:41]([CH3:40])(=[O:43])=[O:42])=[O:32])[CH2:28][CH2:29]5)[C:21](=[O:23])[S:22]/4)=[CH:14][CH:15]=3)[CH:10]=[N:9]2)=[C:5]([C:36]([F:37])([F:39])[F:38])[CH:4]=1, predict the reactants needed to synthesize it. The reactants are: [CH3:1][O:2][C:3]1[CH:35]=[CH:34][C:6]([CH2:7][N:8]2[C:16]3[C:11](=[CH:12][C:13](/[CH:17]=[C:18]4/[C:19](=[O:33])[N:20]([CH:24]5[CH2:29][CH2:28][CH:27]([C:30]([OH:32])=O)[CH2:26][CH2:25]5)[C:21](=[O:23])[S:22]/4)=[CH:14][CH:15]=3)[CH:10]=[N:9]2)=[C:5]([C:36]([F:39])([F:38])[F:37])[CH:4]=1.[CH3:40][S:41]([NH2:44])(=[O:43])=[O:42]. (7) Given the product [F:11][C:7]1[CH:6]=[C:3](/[CH:4]=[CH:20]/[N+:17]([O-:19])=[O:18])[C:2]([F:1])=[CH:9][C:8]=1[F:10], predict the reactants needed to synthesize it. The reactants are: [F:1][C:2]1[CH:9]=[C:8]([F:10])[C:7]([F:11])=[CH:6][C:3]=1[CH:4]=O.C([O-])(=O)C.[NH4+].[N+:17]([CH3:20])([O-:19])=[O:18].